From a dataset of Reaction yield outcomes from USPTO patents with 853,638 reactions. Predict the reaction yield, written as a fraction of the theoretical maximum amount of product (1.0 means a 100% yield; for example, 0.34 means a 34% yield). (1) The reactants are [CH3:1][O:2][C:3]1[CH:12]=[CH:11][C:10]2[NH:9][C:8](=[O:13])[C:7]3[S:14][CH:15]=[CH:16][C:6]=3[C:5]=2[C:4]=1[C:17]1[CH:22]=[CH:21][C:20]([C:23]([CH3:34])([CH3:33])[CH2:24][NH:25][C:26](=[O:32])[O:27][C:28]([CH3:31])([CH3:30])[CH3:29])=[CH:19][CH:18]=1.C1C(=O)N([Br:42])C(=O)C1. No catalyst specified. The product is [Br:42][C:11]1[C:10]2[NH:9][C:8](=[O:13])[C:7]3[S:14][CH:15]=[CH:16][C:6]=3[C:5]=2[C:4]([C:17]2[CH:22]=[CH:21][C:20]([C:23]([CH3:34])([CH3:33])[CH2:24][NH:25][C:26](=[O:32])[O:27][C:28]([CH3:29])([CH3:31])[CH3:30])=[CH:19][CH:18]=2)=[C:3]([O:2][CH3:1])[CH:12]=1. The yield is 0.510. (2) The reactants are [C:1](#[N:3])[CH3:2].C([Li])CCC.[CH3:9][O:10][C:11]1[CH:12]=[C:13]([CH:18]=[CH:19][N:20]=1)[C:14](OC)=[O:15]. The catalyst is C1COCC1. The product is [C:1]([CH2:2][C:14]([C:13]1[CH:18]=[CH:19][N:20]=[C:11]([O:10][CH3:9])[CH:12]=1)=[O:15])#[N:3]. The yield is 0.430.